Dataset: Forward reaction prediction with 1.9M reactions from USPTO patents (1976-2016). Task: Predict the product of the given reaction. (1) Given the reactants [NH:1]1[C:5]2[CH:6]=[CH:7][CH:8]=[CH:9][C:4]=2[N:3]=[C:2]1[C:10]([C:12]1[CH:17]=[CH:16][C:15]([O:18][C:19]2[C:24](Br)=[CH:23][CH:22]=[CH:21][N:20]=2)=[CH:14][CH:13]=1)=[O:11].[C:26]1(=[O:31])[CH2:30][CH2:29][CH:28]=[CH:27]1, predict the reaction product. The product is: [NH:1]1[C:5]2[CH:6]=[CH:7][CH:8]=[CH:9][C:4]=2[N:3]=[C:2]1[C:10]([C:12]1[CH:17]=[CH:16][C:15]([O:18][C:19]2[C:24]([C:28]3[CH2:29][CH2:30][C:26](=[O:31])[CH:27]=3)=[CH:23][CH:22]=[CH:21][N:20]=2)=[CH:14][CH:13]=1)=[O:11]. (2) Given the reactants C[C:2]1OC(=O)[C:5]2[CH:11]=[C:10]([N+]([O-])=O)[CH:9]=[CH:8][C:6]=2[N:7]=1.N1C2C(=CC=CC=2)[C:19](=[O:26])NC=1.CC1NC(=O)C2C(=CC=C([N+]([O-])=O)C=2)N=1.N.ClC1C2C(=CC=CC=2)N=CN=1.[Cl:54][C:55]1[C:64]2[C:59](=[CH:60][CH:61]=[C:62]([N+:65]([O-:67])=[O:66])[CH:63]=2)[N:58]=[C:57]([CH3:68])[N:56]=1.P(Cl)(Cl)(Cl)=O, predict the reaction product. The product is: [Cl:54][C:55]1[C:64]2[C:59](=[CH:60][CH:61]=[C:62]([N+:65]([O-:67])=[O:66])[CH:63]=2)[N:58]=[C:57]([CH3:68])[N:56]=1.[CH3:2][NH:7][C:6]1[CH:5]=[CH:11][C:10]([O:26][CH3:19])=[CH:9][CH:8]=1.